This data is from Catalyst prediction with 721,799 reactions and 888 catalyst types from USPTO. The task is: Predict which catalyst facilitates the given reaction. (1) Reactant: B1(C)OC(C2C=CC=CC=2)(C2C=CC=CC=2)[C@@H]2N1CCC2.C[O:23][C:24]([C:26]1[CH:35]=[CH:34][C:33]2[C:32](=[O:36])[CH2:31][CH2:30][CH2:29][C:28]=2[CH:27]=1)=O.CO. Product: [OH:23][CH2:24][C:26]1[CH:27]=[C:28]2[C:33](=[CH:34][CH:35]=1)[C@@H:32]([OH:36])[CH2:31][CH2:30][CH2:29]2. The catalyst class is: 247. (2) Reactant: [F:1][C:2]1[CH:7]=[CH:6][C:5]([CH2:8][C:9]([C:11]2[C:19]3[C:14](=[CH:15][CH:16]=[C:17]([CH2:20][CH2:21][OH:22])[CH:18]=3)[NH:13][CH:12]=2)=[O:10])=[CH:4][CH:3]=1.[Br-].[Br-].[Br-].C1([N+](C)(C)C)C=CC=CC=1.C1([N+](C)(C)C)C=CC=CC=1.C1([N+](C)(C)C)C=CC=CC=1.[CH3:56][O:57][C:58]1[CH:59]=[C:60]([CH:62]=[C:63]([O:65][CH3:66])[CH:64]=1)[NH2:61].Cl. Product: [CH3:66][O:65][C:63]1[CH:62]=[C:60]([NH:61][CH:8]([C:5]2[CH:6]=[CH:7][C:2]([F:1])=[CH:3][CH:4]=2)[C:9]([C:11]2[C:19]3[C:14](=[CH:15][CH:16]=[C:17]([CH2:20][CH2:21][OH:22])[CH:18]=3)[NH:13][CH:12]=2)=[O:10])[CH:59]=[C:58]([O:57][CH3:56])[CH:64]=1. The catalyst class is: 1. (3) Reactant: [NH2:1][C:2]1[C:3]2[C:10]([C:11]3[CH:19]=[CH:18][C:14]([C:15]([OH:17])=O)=[CH:13][CH:12]=3)=[C:9]([CH3:20])[S:8][C:4]=2[N:5]=[CH:6][N:7]=1.[CH:21]1[CH:22]=[CH:23][C:24]2N(O)N=[N:27][C:25]=2[CH:26]=1.NC1C=CC=CC=1.CN1CCOCC1. Product: [NH2:1][C:2]1[C:3]2[C:10]([C:11]3[CH:12]=[CH:13][C:14]([C:15]([NH:27][C:25]4[CH:26]=[CH:21][CH:22]=[CH:23][CH:24]=4)=[O:17])=[CH:18][CH:19]=3)=[C:9]([CH3:20])[S:8][C:4]=2[N:5]=[CH:6][N:7]=1. The catalyst class is: 3.